This data is from Peptide-MHC class II binding affinity with 134,281 pairs from IEDB. The task is: Regression. Given a peptide amino acid sequence and an MHC pseudo amino acid sequence, predict their binding affinity value. This is MHC class II binding data. (1) The peptide sequence is FVNPVEAFQFYFELL. The MHC is DRB1_1501 with pseudo-sequence DRB1_1501. The binding affinity (normalized) is 0.422. (2) The peptide sequence is LIINWLQEALSSASL. The MHC is DRB3_0101 with pseudo-sequence DRB3_0101. The binding affinity (normalized) is 0.458. (3) The peptide sequence is AIVYYSMYGHIKKMA. The binding affinity (normalized) is 0.490. The MHC is DRB1_0404 with pseudo-sequence DRB1_0404. (4) The MHC is DRB4_0101 with pseudo-sequence DRB4_0103. The binding affinity (normalized) is 0. The peptide sequence is DRRWCFDGPRTNTIL.